From a dataset of Full USPTO retrosynthesis dataset with 1.9M reactions from patents (1976-2016). Predict the reactants needed to synthesize the given product. (1) Given the product [CH:1]1([C:7]2[CH:8]=[C:9]3[C:14](=[N:15][CH:16]=2)[N:13]([CH3:17])[C:12](=[O:18])[C:11]([C:19](=[O:26])[CH2:20][CH2:21][C:22]([OH:24])=[O:23])=[C:10]3[OH:27])[CH2:2][CH2:3][CH2:4][CH2:5][CH2:6]1, predict the reactants needed to synthesize it. The reactants are: [C:1]1([C:7]2[CH:8]=[C:9]3[C:14](=[N:15][CH:16]=2)[N:13]([CH3:17])[C:12](=[O:18])[C:11]([C:19](=[O:26])[CH2:20][CH2:21][C:22]([O:24]C)=[O:23])=[C:10]3[OH:27])[CH2:6][CH2:5][CH2:4][CH2:3][CH:2]=1.C1CCCCC=1.OC1C2C(=NC=C(I)C=2)N(C)C(=O)C=1C(=O)CCC(O)=O. (2) The reactants are: [NH2:1][CH:2]1[CH2:7][CH2:6][CH:5]([NH:8][C:9]2[N:17]=[C:16]3[C:12]([N:13]=[CH:14][N:15]3[CH:18]3[CH2:22][CH2:21][CH2:20][CH2:19]3)=[C:11]([NH:23][CH2:24][C:25]3[CH:30]=[CH:29][C:28](Br)=[CH:27][CH:26]=3)[N:10]=2)[CH2:4][CH2:3]1.[O:32]1C=C[C:34](B(O)O)=[CH:33]1.O.O.O.P([O-])([O-])([O-])=O.[K+].[K+].[K+].[CH3:51][N:52](C)C=O. Given the product [NH2:1][CH:2]1[CH2:3][CH2:4][CH:5]([NH:8][C:9]2[N:17]=[C:16]3[C:12]([N:13]=[CH:14][N:15]3[CH:18]3[CH2:22][CH2:21][CH2:20][CH2:19]3)=[C:11]([NH:23][CH2:24][C:25]3[CH:51]=[N:52][C:28]([C:27]4[CH:34]=[CH:33][O:32][CH:26]=4)=[CH:29][CH:30]=3)[N:10]=2)[CH2:6][CH2:7]1, predict the reactants needed to synthesize it. (3) Given the product [C:33]1([C@H:39]2[CH2:47][N:46]3[C@H:41]([CH:42]=[C:43]([C:2]4[C:3]([C:27]5[CH:32]=[CH:31][N:30]=[CH:29][CH:28]=5)=[C:4]([C:17]5[CH:22]=[CH:21][CH:20]=[C:19]([C:23]([F:26])([F:25])[F:24])[CH:18]=5)[NH:5][CH:6]=4)[CH2:44][CH2:45]3)[CH2:40]2)[CH:34]=[CH:35][CH:36]=[CH:37][CH:38]=1, predict the reactants needed to synthesize it. The reactants are: Br[C:2]1[C:3]([C:27]2[CH:32]=[CH:31][N:30]=[CH:29][CH:28]=2)=[C:4]([C:17]2[CH:22]=[CH:21][CH:20]=[C:19]([C:23]([F:26])([F:25])[F:24])[CH:18]=2)[N:5]([Si](C(C)C)(C(C)C)C(C)C)[CH:6]=1.[C:33]1([C@H:39]2[CH2:47][N:46]3[C@H:41]([CH2:42][C:43](=O)[CH2:44][CH2:45]3)[CH2:40]2)[CH:38]=[CH:37][CH:36]=[CH:35][CH:34]=1.ClCCl. (4) Given the product [C:43]([NH:42][C@H:28]([C:29](=[O:41])[NH:30][CH2:31][CH2:32][CH2:33][CH2:34][C:35]1[CH:40]=[CH:39][CH:38]=[CH:37][CH:36]=1)[CH2:27][C:24]1[CH:23]=[CH:22][C:21]([O:20][CH:5]([C:6]2[N:7]=[N:8][N:9]([C:11]([CH3:19])([C:13]3[CH:14]=[CH:15][CH:16]=[CH:17][CH:18]=3)[CH3:12])[N:10]=2)[C:4]([OH:51])=[O:3])=[CH:26][CH:25]=1)(=[O:50])[C:44]1[CH:45]=[CH:46][CH:47]=[CH:48][CH:49]=1, predict the reactants needed to synthesize it. The reactants are: C([O:3][C:4](=[O:51])[CH:5]([O:20][C:21]1[CH:26]=[CH:25][C:24]([CH2:27][C@H:28]([NH:42][C:43](=[O:50])[C:44]2[CH:49]=[CH:48][CH:47]=[CH:46][CH:45]=2)[C:29](=[O:41])[NH:30][CH2:31][CH2:32][CH2:33][CH2:34][C:35]2[CH:40]=[CH:39][CH:38]=[CH:37][CH:36]=2)=[CH:23][CH:22]=1)[C:6]1[N:7]=[N:8][N:9]([C:11]([CH3:19])([C:13]2[CH:18]=[CH:17][CH:16]=[CH:15][CH:14]=2)[CH3:12])[N:10]=1)C.[OH-].[Na+].